Dataset: NCI-60 drug combinations with 297,098 pairs across 59 cell lines. Task: Regression. Given two drug SMILES strings and cell line genomic features, predict the synergy score measuring deviation from expected non-interaction effect. (1) Drug 1: C1C(C(OC1N2C=C(C(=O)NC2=O)F)CO)O. Drug 2: CC1=C2C(C(=O)C3(C(CC4C(C3C(C(C2(C)C)(CC1OC(=O)C(C(C5=CC=CC=C5)NC(=O)C6=CC=CC=C6)O)O)OC(=O)C7=CC=CC=C7)(CO4)OC(=O)C)O)C)OC(=O)C. Cell line: NCIH23. Synergy scores: CSS=50.2, Synergy_ZIP=-2.56, Synergy_Bliss=-2.12, Synergy_Loewe=-4.01, Synergy_HSA=0.216. (2) Drug 1: C1=C(C(=O)NC(=O)N1)N(CCCl)CCCl. Drug 2: CC1=C(C=C(C=C1)NC(=O)C2=CC=C(C=C2)CN3CCN(CC3)C)NC4=NC=CC(=N4)C5=CN=CC=C5. Cell line: TK-10. Synergy scores: CSS=5.69, Synergy_ZIP=-0.0746, Synergy_Bliss=0.685, Synergy_Loewe=-5.90, Synergy_HSA=-3.26. (3) Drug 1: CN1CCC(CC1)COC2=C(C=C3C(=C2)N=CN=C3NC4=C(C=C(C=C4)Br)F)OC. Drug 2: C1CN(P(=O)(OC1)NCCCl)CCCl. Cell line: MDA-MB-435. Synergy scores: CSS=-6.10, Synergy_ZIP=0.778, Synergy_Bliss=-3.95, Synergy_Loewe=-8.05, Synergy_HSA=-6.75. (4) Drug 1: C1=CC(=C2C(=C1NCCNCCO)C(=O)C3=C(C=CC(=C3C2=O)O)O)NCCNCCO. Drug 2: CCC1(CC2CC(C3=C(CCN(C2)C1)C4=CC=CC=C4N3)(C5=C(C=C6C(=C5)C78CCN9C7C(C=CC9)(C(C(C8N6C=O)(C(=O)OC)O)OC(=O)C)CC)OC)C(=O)OC)O.OS(=O)(=O)O. Cell line: OVCAR-5. Synergy scores: CSS=43.2, Synergy_ZIP=5.30, Synergy_Bliss=9.23, Synergy_Loewe=8.12, Synergy_HSA=8.57. (5) Drug 1: CC12CCC(CC1=CCC3C2CCC4(C3CC=C4C5=CN=CC=C5)C)O. Drug 2: CN1CCC(CC1)COC2=C(C=C3C(=C2)N=CN=C3NC4=C(C=C(C=C4)Br)F)OC. Cell line: ACHN. Synergy scores: CSS=15.1, Synergy_ZIP=-4.17, Synergy_Bliss=-0.287, Synergy_Loewe=-16.5, Synergy_HSA=-0.479. (6) Drug 1: C1CN1P(=S)(N2CC2)N3CC3. Drug 2: CCC1=C2CN3C(=CC4=C(C3=O)COC(=O)C4(CC)O)C2=NC5=C1C=C(C=C5)O. Cell line: DU-145. Synergy scores: CSS=63.7, Synergy_ZIP=6.10, Synergy_Bliss=5.97, Synergy_Loewe=-25.2, Synergy_HSA=3.12. (7) Drug 1: CN1CCC(CC1)COC2=C(C=C3C(=C2)N=CN=C3NC4=C(C=C(C=C4)Br)F)OC. Drug 2: C1=CN(C=N1)CC(O)(P(=O)(O)O)P(=O)(O)O. Cell line: OVCAR-5. Synergy scores: CSS=17.7, Synergy_ZIP=-1.09, Synergy_Bliss=1.90, Synergy_Loewe=-1.67, Synergy_HSA=3.06.